From a dataset of TCR-epitope binding with 47,182 pairs between 192 epitopes and 23,139 TCRs. Binary Classification. Given a T-cell receptor sequence (or CDR3 region) and an epitope sequence, predict whether binding occurs between them. (1) The TCR CDR3 sequence is CASNTMSTDTQYF. The epitope is TLVPQEHYV. Result: 1 (the TCR binds to the epitope). (2) Result: 0 (the TCR does not bind to the epitope). The epitope is KMQRMLLEK. The TCR CDR3 sequence is CASSLEGGAALWDTQYF.